Predict the reactants needed to synthesize the given product. From a dataset of Full USPTO retrosynthesis dataset with 1.9M reactions from patents (1976-2016). (1) The reactants are: C([O:8][CH2:9][N:10]1[C:18]2[C:17]([NH2:19])=[N:16][C:15]([CH2:20][CH2:21][CH2:22][CH3:23])=[N:14][C:13]=2[C:12]([C:24]#[C:25][CH2:26][CH2:27][CH2:28][N:29]2[CH2:33][CH2:32][CH2:31][CH2:30]2)=[CH:11]1)C1C=CC=CC=1.C([OH:36])C. Given the product [CH:9]([OH:8])=[O:36].[CH2:20]([C:15]1[N:16]=[C:17]([NH2:19])[C:18]2[NH:10][CH:11]=[C:12]([CH2:24][CH2:25][CH2:26][CH2:27][CH2:28][N:29]3[CH2:30][CH2:31][CH2:32][CH2:33]3)[C:13]=2[N:14]=1)[CH2:21][CH2:22][CH3:23], predict the reactants needed to synthesize it. (2) Given the product [F:25][C:26]1[CH:32]=[CH:31][C:29]([NH:30][C:2]2[CH:7]=[CH:6][C:5]([C:8]3[O:9][C:10]4[CH:16]=[CH:15][CH:14]=[CH:13][C:11]=4[N:12]=3)=[CH:4][C:3]=2[NH2:17])=[CH:28][CH:27]=1, predict the reactants needed to synthesize it. The reactants are: F[C:2]1[CH:7]=[CH:6][C:5]([C:8]2[O:9][C:10]3[CH:16]=[CH:15][CH:14]=[CH:13][C:11]=3[N:12]=2)=[CH:4][C:3]=1[N+:17]([O-])=O.C(=O)([O-])O.[Na+].[F:25][C:26]1[CH:32]=[CH:31][C:29]([NH2:30])=[CH:28][CH:27]=1.[H][H]. (3) Given the product [CH3:1][C:2]1[C:6]([CH3:7])=[C:5]([NH:8][S:9]([C:12]2[CH:16]=[CH:15][S:14][C:13]=2[C:17](=[O:18])[CH2:23][C:24]2[CH:32]=[CH:31][C:27]([CH3:28])=[CH:26][CH:25]=2)(=[O:10])=[O:11])[O:4][N:3]=1, predict the reactants needed to synthesize it. The reactants are: [CH3:1][C:2]1[C:6]([CH3:7])=[C:5]([NH:8][S:9]([C:12]2[CH:16]=[CH:15][S:14][C:13]=2[C:17](N(C)OC)=[O:18])(=[O:11])=[O:10])[O:4][N:3]=1.[CH3:23][C:24]1[CH:32]=[CH:31][C:27]([CH2:28][Mg]Cl)=[CH:26][CH:25]=1.